This data is from Full USPTO retrosynthesis dataset with 1.9M reactions from patents (1976-2016). The task is: Predict the reactants needed to synthesize the given product. Given the product [NH2:1][C:4]1[CH:5]=[CH:6][C:7]2[N:8]([CH:10]=[C:11]([C:13]([O:15][CH2:16][CH3:17])=[O:14])[N:12]=2)[CH:9]=1, predict the reactants needed to synthesize it. The reactants are: [N+:1]([C:4]1[CH:5]=[CH:6][C:7]2[N:8]([CH:10]=[C:11]([C:13]([O:15][CH2:16][CH3:17])=[O:14])[N:12]=2)[CH:9]=1)([O-])=O.[H][H].